Dataset: Full USPTO retrosynthesis dataset with 1.9M reactions from patents (1976-2016). Task: Predict the reactants needed to synthesize the given product. (1) Given the product [CH2:29]([O:28][C:26]([C:2]1[C:7]([NH:8][C:9](=[O:15])[O:10][C:11]([CH3:14])([CH3:13])[CH3:12])=[CH:6][C:5]([F:16])=[C:4]([O:17][CH3:18])[N:3]=1)=[CH2:27])[CH3:30], predict the reactants needed to synthesize it. The reactants are: Cl[C:2]1[C:7]([NH:8][C:9](=[O:15])[O:10][C:11]([CH3:14])([CH3:13])[CH3:12])=[CH:6][C:5]([F:16])=[C:4]([O:17][CH3:18])[N:3]=1.[F-].[Cs+].C([Sn](CCCC)(CCCC)[C:26]([O:28][CH2:29][CH3:30])=[CH2:27])CCC.[F-].[K+]. (2) Given the product [CH:21]([C:20]1[CH:23]=[CH:24][C:17]([C:8]2[C:9]([C:11]3[CH:16]=[CH:15][CH:14]=[CH:13][CH:12]=3)=[CH:10][N:5]3[N:4]=[CH:3][C:2]([C:26]#[N:28])=[C:6]3[N:7]=2)=[CH:18][CH:19]=1)=[O:22], predict the reactants needed to synthesize it. The reactants are: Br[C:2]1[CH:3]=[N:4][N:5]2[CH:10]=[C:9]([C:11]3[CH:16]=[CH:15][CH:14]=[CH:13][CH:12]=3)[C:8]([C:17]3[CH:24]=[CH:23][C:20]([CH:21]=[O:22])=[CH:19][CH:18]=3)=[N:7][C:6]=12.C[C:26]([N:28](C)C)=O.